This data is from Full USPTO retrosynthesis dataset with 1.9M reactions from patents (1976-2016). The task is: Predict the reactants needed to synthesize the given product. (1) Given the product [Cl:13][C:14]1[CH:19]=[CH:18][C:17]([C:20]2[CH:25]=[CH:24][CH:23]=[CH:22][C:21]=2[CH2:26][N:27]2[CH2:28][CH2:29][N:30]([C:6]3[CH:5]=[CH:4][C:3]([S:9]([NH2:12])(=[O:11])=[O:10])=[C:2]([F:1])[CH:7]=3)[CH2:31][CH2:32]2)=[CH:16][CH:15]=1, predict the reactants needed to synthesize it. The reactants are: [F:1][C:2]1[CH:7]=[C:6](F)[CH:5]=[CH:4][C:3]=1[S:9]([NH2:12])(=[O:11])=[O:10].[Cl:13][C:14]1[CH:19]=[CH:18][C:17]([C:20]2[CH:25]=[CH:24][CH:23]=[CH:22][C:21]=2[CH2:26][N:27]2[CH2:32][CH2:31][NH:30][CH2:29][CH2:28]2)=[CH:16][CH:15]=1.C(N(CC)C(C)C)(C)C. (2) Given the product [C:25]([C:24]1[CH:27]=[CH:28][CH:29]=[CH:30][C:23]=1[CH2:22][N:1]1[CH2:6][CH2:5][CH2:4][C@@H:3]([NH:7][C:8](=[O:14])[O:9][C:10]([CH3:11])([CH3:13])[CH3:12])[CH2:2]1)#[N:26], predict the reactants needed to synthesize it. The reactants are: [NH:1]1[CH2:6][CH2:5][CH2:4][C@@H:3]([NH:7][C:8](=[O:14])[O:9][C:10]([CH3:13])([CH3:12])[CH3:11])[CH2:2]1.C(=O)([O-])[O-].[K+].[K+].Br[CH2:22][C:23]1[CH:30]=[CH:29][CH:28]=[CH:27][C:24]=1[C:25]#[N:26].